From a dataset of Reaction yield outcomes from USPTO patents with 853,638 reactions. Predict the reaction yield, written as a fraction of the theoretical maximum amount of product (1.0 means a 100% yield; for example, 0.34 means a 34% yield). (1) The reactants are [Li+].[Cl-].COC([CH:7]1[CH2:13][CH2:12][N:11]([C:14]([O:16][CH:17]([CH3:19])[CH3:18])=[O:15])[C:10]2=[CH:20][S:21][CH:22]=[C:9]2[C:8]1=[O:23])=O. The catalyst is CS(C)=O.O. The product is [CH:17]([O:16][C:14]([N:11]1[CH2:12][CH2:13][CH2:7][C:8](=[O:23])[C:9]2=[CH:22][S:21][CH:20]=[C:10]12)=[O:15])([CH3:19])[CH3:18]. The yield is 0.360. (2) The reactants are [Br:1][C:2]1[CH:3]=[CH:4][C:5]([O:26][CH2:27][CH3:28])=[C:6]([CH:25]=1)[C:7]([NH:9][C@H:10]([CH2:15][C:16]1[C:24]2[C:19](=[CH:20][CH:21]=[CH:22][CH:23]=2)[NH:18][CH:17]=1)[C:11](OC)=[O:12])=[O:8].[BH4-].[Li+].Cl. The yield is 0.930. The product is [Br:1][C:2]1[CH:3]=[CH:4][C:5]([O:26][CH2:27][CH3:28])=[C:6]([CH:25]=1)[C:7]([NH:9][C@@H:10]([CH2:11][OH:12])[CH2:15][C:16]1[C:24]2[C:19](=[CH:20][CH:21]=[CH:22][CH:23]=2)[NH:18][CH:17]=1)=[O:8]. The catalyst is C1COCC1. (3) The reactants are [OH:1][C:2]([C:5]1[N:9]2[CH:10]=[CH:11][C:12]([C:14]#[N:15])=[CH:13][C:8]2=[N:7][C:6]=1[C:16]([F:19])([F:18])[F:17])([CH3:4])[CH3:3].[C:20]1(O)[CH:25]=[CH:24][CH:23]=[CH:22][CH:21]=1.C1(P(=O)(C2C=CC=CC=2)C2C=CC=CC=2)C=CC=CC=1.N(C(OCC)=O)=NC(OCC)=O. The catalyst is C1COCC1. The product is [O:1]([C:2]([C:5]1[N:9]2[CH:10]=[CH:11][C:12]([C:14]#[N:15])=[CH:13][C:8]2=[N:7][C:6]=1[C:16]([F:18])([F:19])[F:17])([CH3:4])[CH3:3])[C:20]1[CH:25]=[CH:24][CH:23]=[CH:22][CH:21]=1. The yield is 0.260. (4) The reactants are [F:1][C:2]1[CH:3]=[C:4]([CH2:8][CH2:9][C:10]2[O:14][C:13]([C:15]3[CH:20]=[CH:19][N:18]=[C:17]([NH:21][C:22](=[O:28])[O:23][C:24]([CH3:27])([CH3:26])[CH3:25])[CH:16]=3)=[N:12][N:11]=2)[CH:5]=[CH:6][CH:7]=1.[H-].[Na+].[C:31]1([CH2:37][CH2:38][CH2:39]Br)[CH:36]=[CH:35][CH:34]=[CH:33][CH:32]=1.[I-].[K+]. The catalyst is CN(C)C=O.C(OCC)(=O)C. The product is [F:1][C:2]1[CH:3]=[C:4]([CH2:8][CH2:9][C:10]2[O:14][C:13]([C:15]3[CH:20]=[CH:19][N:18]=[C:17]([N:21]([CH2:39][CH2:38][CH2:37][C:31]4[CH:36]=[CH:35][CH:34]=[CH:33][CH:32]=4)[C:22](=[O:28])[O:23][C:24]([CH3:25])([CH3:27])[CH3:26])[CH:16]=3)=[N:12][N:11]=2)[CH:5]=[CH:6][CH:7]=1. The yield is 0.660. (5) The reactants are [CH2:1]([N:8]1[CH2:24][CH2:23][C:11]2([O:13][C:12]2([C:16]2[CH:21]=[CH:20][C:19]([F:22])=[CH:18][CH:17]=2)[O:14]C)[CH2:10][CH2:9]1)[C:2]1[CH:7]=[CH:6][CH:5]=[CH:4][CH:3]=1.Cl.O. The catalyst is CCOCC. The product is [CH2:1]([N:8]1[CH2:9][CH2:10][C:11]([C:12]([C:16]2[CH:21]=[CH:20][C:19]([F:22])=[CH:18][CH:17]=2)=[O:14])([OH:13])[CH2:23][CH2:24]1)[C:2]1[CH:3]=[CH:4][CH:5]=[CH:6][CH:7]=1. The yield is 0.960. (6) No catalyst specified. The yield is 0.330. The reactants are [CH2:1]([C:3]1[C:8](=[O:9])[NH:7][C:6]([CH3:10])=[C:5]([C:11]2[S:15][C:14]([S:16]([Cl:19])(=[O:18])=[O:17])=[CH:13][CH:12]=2)[CH:4]=1)[CH3:2].[CH3:20][C:21]1[N:26]=[C:25]([CH2:27][NH2:28])[CH:24]=[N:23][CH:22]=1. The product is [ClH:19].[CH3:20][C:21]1[N:26]=[C:25]([CH2:27][NH:28][S:16]([C:14]2[S:15][C:11]([C:5]3[CH:4]=[C:3]([CH2:1][CH3:2])[C:8](=[O:9])[NH:7][C:6]=3[CH3:10])=[CH:12][CH:13]=2)(=[O:18])=[O:17])[CH:24]=[N:23][CH:22]=1. (7) The reactants are O=[C:2]1[CH2:7][CH2:6][CH2:5][C:4]([NH:8][CH2:9][C:10]([O:12]C)=[O:11])=[CH:3]1.C(Cl)(=O)C(Cl)=O.[CH3:20][O:21][C:22]1[CH:28]=[CH:27][C:25]([NH2:26])=[CH:24][CH:23]=1. The catalyst is C(Cl)Cl.CN(C=O)C.C(O)(C)C. The product is [CH3:20][O:21][C:22]1[CH:28]=[CH:27][C:25](/[N:26]=[C:2]2/[CH:3]=[C:4]([NH:8][CH2:9][C:10]([OH:12])=[O:11])[CH2:5][CH2:6][CH2:7]/2)=[CH:24][CH:23]=1. The yield is 0.300. (8) The reactants are [OH:1][C@@:2]1([C:9]#[C:10][C:11]2[CH:12]=[C:13]([C:17]3[N:22]=[C:21]([C:23]([O:25]CC)=O)[CH:20]=[C:19]([C:28]4[N:33]=[CH:32][CH:31]=[CH:30][N:29]=4)[CH:18]=3)[CH:14]=[CH:15][CH:16]=2)[CH2:6][CH2:5][N:4]([CH3:7])[C:3]1=[O:8].[NH3:34]. No catalyst specified. The product is [OH:1][C@@:2]1([C:9]#[C:10][C:11]2[CH:12]=[C:13]([C:17]3[N:22]=[C:21]([C:23]([NH2:34])=[O:25])[CH:20]=[C:19]([C:28]4[N:33]=[CH:32][CH:31]=[CH:30][N:29]=4)[CH:18]=3)[CH:14]=[CH:15][CH:16]=2)[CH2:6][CH2:5][N:4]([CH3:7])[C:3]1=[O:8]. The yield is 0.600. (9) The reactants are Cl.[O:2]([NH2:4])[CH3:3].[Cl:5][C:6]1[CH:11]=[CH:10][C:9]([S:12](Cl)(=[O:14])=[O:13])=[CH:8][C:7]=1[N+:16]([O-:18])=[O:17].O. The catalyst is N1C=CC=CC=1. The product is [Cl:5][C:6]1[CH:11]=[CH:10][C:9]([S:12]([NH:4][O:2][CH3:3])(=[O:14])=[O:13])=[CH:8][C:7]=1[N+:16]([O-:18])=[O:17]. The yield is 0.760. (10) The reactants are [C:1]([C:5]1[CH:10]=[C:9]([C:11]([F:14])([F:13])[F:12])[C:8]([N+:15]([O-])=O)=[CH:7][C:6]=1[O:18][CH3:19])([CH3:4])([CH3:3])[CH3:2].C([O-])=O.[NH4+]. The catalyst is CCO.[Pd]. The product is [C:1]([C:5]1[CH:10]=[C:9]([C:11]([F:14])([F:12])[F:13])[C:8]([NH2:15])=[CH:7][C:6]=1[O:18][CH3:19])([CH3:4])([CH3:2])[CH3:3]. The yield is 0.950.